From a dataset of Full USPTO retrosynthesis dataset with 1.9M reactions from patents (1976-2016). Predict the reactants needed to synthesize the given product. (1) Given the product [C:14]([C:12]1[CH:11]=[CH:10][C:8]2[N:9]3[CH:1]=[CH:2][N:3]=[C:4]3[CH2:5][O:6][C:7]=2[CH:13]=1)#[CH:16], predict the reactants needed to synthesize it. The reactants are: [CH:1]1[N:9]2[C:4]([CH2:5][O:6][C:7]3[CH:13]=[C:12]([CH:14]=O)[CH:11]=[CH:10][C:8]=32)=[N:3][CH:2]=1.[C:16](=O)([O-])[O-].[K+].[K+].CO. (2) Given the product [ClH:16].[NH2:15][C:3]1[CH2:4][CH2:5][C@@H:6]([C:8]([O:10][C:11]([CH3:14])([CH3:13])[CH3:12])=[O:9])[N:7]=1, predict the reactants needed to synthesize it. The reactants are: CS[C:3]1[CH2:4][CH2:5][C@@H:6]([C:8]([O:10][C:11]([CH3:14])([CH3:13])[CH3:12])=[O:9])[N:7]=1.[NH4+:15].[Cl-:16]. (3) The reactants are: [Cl:1][CH2:2][C:3](Cl)=[O:4].[CH2:6]1[C:15]2[C:10]3=[C:11]([CH2:16][CH2:17][CH2:18][N:9]3[C:8](=[O:19])[CH2:7]1)[CH:12]=[CH:13][CH:14]=2.[Cl-].[Al+3].[Cl-].[Cl-]. Given the product [Cl:1][CH2:2][C:3]([C:13]1[CH:14]=[C:15]2[C:10]3=[C:11]([CH2:16][CH2:17][CH2:18][N:9]3[C:8](=[O:19])[CH2:7][CH2:6]2)[CH:12]=1)=[O:4], predict the reactants needed to synthesize it. (4) Given the product [Cl:25][C:26]1[C:27]([O:35][CH3:36])=[C:28]([C:2]2[N:7]=[CH:6][N:5]=[C:4]([NH:8][C:9]3[CH:10]=[C:11]([CH:22]=[CH:23][CH:24]=3)[CH2:12][S:13](=[N:16][C:17](=[O:21])[O:18][CH2:19][CH3:20])([CH3:15])=[O:14])[N:3]=2)[CH:29]=[CH:30][CH:31]=1, predict the reactants needed to synthesize it. The reactants are: Cl[C:2]1[N:7]=[CH:6][N:5]=[C:4]([NH:8][C:9]2[CH:10]=[C:11]([CH:22]=[CH:23][CH:24]=2)[CH2:12][S:13](=[N:16][C:17](=[O:21])[O:18][CH2:19][CH3:20])([CH3:15])=[O:14])[N:3]=1.[Cl:25][C:26]1[C:27]([O:35][CH3:36])=[C:28](B(O)O)[CH:29]=[CH:30][CH:31]=1. (5) Given the product [Cl:23][C:5]1[C:4]2[C:9](=[CH:10][CH:11]=[C:2]([Cl:1])[CH:3]=2)[N:8]=[C:7]([C:12]2[CH:17]=[CH:16][CH:15]=[CH:14][C:13]=2[O:18][CH3:19])[CH:6]=1, predict the reactants needed to synthesize it. The reactants are: [Cl:1][C:2]1[CH:3]=[C:4]2[C:9](=[CH:10][CH:11]=1)[N:8]=[C:7]([C:12]1[CH:17]=[CH:16][CH:15]=[CH:14][C:13]=1[O:18][CH3:19])[CH:6]=[C:5]2O.O=P(Cl)(Cl)[Cl:23]. (6) Given the product [CH3:8][O:9][CH2:10][CH2:11][N:12]1[CH:6]([C:2]2[S:1][CH:5]=[CH:4][CH:3]=2)[CH:14]([C:13]([NH:34][C:33]2[CH:32]=[CH:31][C:30]([C:29]3[O:25][CH:26]=[N:27][CH:28]=3)=[CH:36][CH:35]=2)=[O:24])[C:15]2[C:16](=[CH:20][CH:21]=[CH:22][CH:23]=2)[C:17]1=[O:19], predict the reactants needed to synthesize it. The reactants are: [S:1]1[CH:5]=[CH:4][CH:3]=[C:2]1[CH:6]=O.[CH3:8][O:9][CH2:10][CH2:11][NH2:12].[C:13]1(=[O:24])[O:19][C:17](=O)[C:16]2=[CH:20][CH:21]=[CH:22][CH:23]=[C:15]2[CH2:14]1.[O:25]1[C:29]([C:30]2[CH:36]=[CH:35][C:33]([NH2:34])=[CH:32][CH:31]=2)=[CH:28][N:27]=[CH:26]1. (7) The reactants are: [Cl:1][C:2]1[C:3]([C:26]2[S:30][C:29]([C:31]3([O:35]COC)[CH2:34][CH2:33][CH2:32]3)=[N:28][CH:27]=2)=[C:4]2[CH:10]=[C:9]([C:11]3[CH:16]=[CH:15][C:14]([NH:17][C:18](=[O:23])[CH2:19][N:20]([CH3:22])[CH3:21])=[CH:13][C:12]=3[O:24][CH3:25])[NH:8][C:5]2=[N:6][CH:7]=1.ClC1C(C2SC(C3(OCOC)CCC3)=NC=2)=C2C=C(C3N=C(C4CCCN(C(OC(C)(C)C)=O)C4)ON=3)NC2=NC=1. Given the product [Cl:1][C:2]1[C:3]([C:26]2[S:30][C:29]([C:31]3([OH:35])[CH2:34][CH2:33][CH2:32]3)=[N:28][CH:27]=2)=[C:4]2[CH:10]=[C:9]([C:11]3[CH:16]=[CH:15][C:14]([NH:17][C:18](=[O:23])[CH2:19][N:20]([CH3:21])[CH3:22])=[CH:13][C:12]=3[O:24][CH3:25])[NH:8][C:5]2=[N:6][CH:7]=1, predict the reactants needed to synthesize it. (8) Given the product [CH3:34][C:27]1[CH:28]=[C:29]([O:33][CH2:36][CH:37]2[CH2:42][CH2:41][O:40][CH2:39][CH2:38]2)[CH:30]=[C:31]([CH3:32])[C:26]=1[C:5]1[CH:4]=[CH:3][C:2]([F:1])=[C:10]2[C:6]=1[CH2:7][CH2:8][C@H:9]2[O:11][C:12]1[CH:25]=[CH:24][C:15]2[C@H:16]([CH2:19][C:20]([O:22][CH3:23])=[O:21])[CH2:17][O:18][C:14]=2[CH:13]=1, predict the reactants needed to synthesize it. The reactants are: [F:1][C:2]1[CH:3]=[CH:4][C:5]([C:26]2[C:31]([CH3:32])=[CH:30][C:29]([OH:33])=[CH:28][C:27]=2[CH3:34])=[C:6]2[C:10]=1[C@H:9]([O:11][C:12]1[CH:25]=[CH:24][C:15]3[C@H:16]([CH2:19][C:20]([O:22][CH3:23])=[O:21])[CH2:17][O:18][C:14]=3[CH:13]=1)[CH2:8][CH2:7]2.Br[CH2:36][CH:37]1[CH2:42][CH2:41][O:40][CH2:39][CH2:38]1.C(=O)([O-])[O-].[K+].[K+]. (9) The reactants are: [CH3:1][O:2][C:3]1[CH:4]=[C:5]([C:9]([C:18]2[CH:22]=[CH:21][S:20][CH:19]=2)=[C:10]2[CH2:16][CH:15]3[NH:17][CH:12]([CH2:13][CH2:14]3)[CH2:11]2)[CH:6]=[CH:7][CH:8]=1.[CH3:23][C:24]1[CH:31]=[CH:30][CH:29]=[CH:28][C:25]=1[CH:26]=O.C(O[BH-](OC(=O)C)OC(=O)C)(=O)C.[Na+].C(O)(=O)C. Given the product [CH3:1][O:2][C:3]1[CH:4]=[C:5]([C:9]([C:18]2[CH:22]=[CH:21][S:20][CH:19]=2)=[C:10]2[CH2:11][CH:12]3[N:17]([CH2:23][C:24]4[CH:31]=[CH:30][CH:29]=[CH:28][C:25]=4[CH3:26])[CH:15]([CH2:14][CH2:13]3)[CH2:16]2)[CH:6]=[CH:7][CH:8]=1, predict the reactants needed to synthesize it. (10) The reactants are: [O:1]=[C:2]1[C:11]2[C:6](=[CH:7][CH:8]=[CH:9][CH:10]=2)[N:5]=[C:4]([S:12][CH2:13][CH2:14][CH2:15][C:16]([O:18]C(C)(C)C)=[O:17])[NH:3]1.FC(F)(F)C(O)=O. Given the product [O:1]=[C:2]1[C:11]2[C:6](=[CH:7][CH:8]=[CH:9][CH:10]=2)[N:5]=[C:4]([S:12][CH2:13][CH2:14][CH2:15][C:16]([OH:18])=[O:17])[NH:3]1, predict the reactants needed to synthesize it.